Task: Predict which catalyst facilitates the given reaction.. Dataset: Catalyst prediction with 721,799 reactions and 888 catalyst types from USPTO (1) Reactant: [CH:1]1([CH2:6][C@H:7]([C:11]2[CH:16]=[CH:15][CH:14]=[C:13]([C:17]([F:20])([F:19])[F:18])[CH:12]=2)[C:8](O)=[O:9])[CH2:5][CH2:4][CH2:3][CH2:2]1.C(Cl)(=O)C([Cl:24])=O. Product: [CH:1]1([CH2:6][C@H:7]([C:11]2[CH:16]=[CH:15][CH:14]=[C:13]([C:17]([F:20])([F:19])[F:18])[CH:12]=2)[C:8]([Cl:24])=[O:9])[CH2:5][CH2:4][CH2:3][CH2:2]1. The catalyst class is: 2. (2) Reactant: Br[C:2]1[CH:3]=[C:4]([CH:7]=[CH:8][CH:9]=1)[NH:5][CH3:6].C([O-])(=O)C.[K+].[CH3:15][C:16]1([CH3:32])[C:20]([CH3:22])([CH3:21])[O:19][B:18]([B:18]2[O:19][C:20]([CH3:22])([CH3:21])[C:16]([CH3:32])([CH3:15])[O:17]2)[O:17]1. Product: [CH3:6][NH:5][C:4]1[CH:7]=[CH:8][CH:9]=[C:2]([B:18]2[O:19][C:20]([CH3:22])([CH3:21])[C:16]([CH3:32])([CH3:15])[O:17]2)[CH:3]=1. The catalyst class is: 368. (3) Reactant: C(OC(=O)[NH:7][C@H:8]1[CH2:13][CH2:12][C@H:11]([CH2:14][CH2:15][N:16]2[CH2:20][CH2:19][CH2:18][CH2:17]2)[CH2:10][CH2:9]1)(C)(C)C.[ClH:22]. Product: [ClH:22].[ClH:22].[N:16]1([CH2:15][CH2:14][C@H:11]2[CH2:10][CH2:9][C@H:8]([NH2:7])[CH2:13][CH2:12]2)[CH2:20][CH2:19][CH2:18][CH2:17]1. The catalyst class is: 472.